From a dataset of Retrosynthesis with 50K atom-mapped reactions and 10 reaction types from USPTO. Predict the reactants needed to synthesize the given product. Given the product C=CC(=O)NCC(=O)O, predict the reactants needed to synthesize it. The reactants are: C=CC(=O)Cl.NCC(=O)O.